The task is: Predict the product of the given reaction.. This data is from Forward reaction prediction with 1.9M reactions from USPTO patents (1976-2016). Given the reactants Br[C:2]1[CH:3]=[CH:4][C:5]2[CH2:11][C:10](=[O:12])[CH2:9][CH2:8][CH2:7][C:6]=2[CH:13]=1.[CH3:14][O:15][C:16]1[CH:33]=[C:32]([O:34][CH3:35])[CH:31]=[CH:30][C:17]=1[CH2:18][N:19]([CH2:23][CH:24]1[O:28][C:27](=[O:29])[NH:26][CH2:25]1)[C:20](=[O:22])[CH3:21].C(=O)([O-])[O-].[K+].[K+].NC1CCCCC1N.Cl, predict the reaction product. The product is: [CH3:14][O:15][C:16]1[CH:33]=[C:32]([O:34][CH3:35])[CH:31]=[CH:30][C:17]=1[CH2:18][N:19]([CH2:23][CH:24]1[O:28][C:27](=[O:29])[N:26]([C:2]2[CH:3]=[CH:4][C:5]3[CH2:11][C:10](=[O:12])[CH2:9][CH2:8][CH2:7][C:6]=3[CH:13]=2)[CH2:25]1)[C:20](=[O:22])[CH3:21].